This data is from Forward reaction prediction with 1.9M reactions from USPTO patents (1976-2016). The task is: Predict the product of the given reaction. (1) Given the reactants [CH:1]1([CH2:7][CH2:8][CH2:9][C@@H:10]([C:19]2[O:23][N:22]=[C:21]([CH2:24][NH:25][CH3:26])[N:20]=2)[CH2:11][C:12]([O:14][C:15]([CH3:18])([CH3:17])[CH3:16])=[O:13])[CH2:6][CH2:5][CH2:4][CH2:3][CH2:2]1.Br[CH2:28][C:29]([O:31][CH2:32][CH3:33])=[O:30], predict the reaction product. The product is: [CH:1]1([CH2:7][CH2:8][CH2:9][C@@H:10]([C:19]2[O:23][N:22]=[C:21]([CH2:24][N:25]([CH2:28][C:29]([O:31][CH2:32][CH3:33])=[O:30])[CH3:26])[N:20]=2)[CH2:11][C:12]([O:14][C:15]([CH3:18])([CH3:17])[CH3:16])=[O:13])[CH2:2][CH2:3][CH2:4][CH2:5][CH2:6]1. (2) Given the reactants [NH:1]([C:3]1[CH:12]=[CH:11][CH:10]=[C:9]2[C:4]=1[CH:5]=[CH:6][CH:7]=[N:8]2)[NH2:2].[F:13][C:14]([C:22]12[CH2:31][CH:26]3[CH2:27][CH:28]([CH2:30][C:24]([C:32](O)=[O:33])([CH2:25]3)[CH2:23]1)[CH2:29]2)([F:21])[CH:15]([F:20])[C:16]([F:19])([F:18])[F:17], predict the reaction product. The product is: [F:13][C:14]([C:22]12[CH2:31][CH:26]3[CH2:27][CH:28]([CH2:30][C:24]([C:32]([NH:2][NH:1][C:3]4[CH:12]=[CH:11][CH:10]=[C:9]5[C:4]=4[CH:5]=[CH:6][CH:7]=[N:8]5)=[O:33])([CH2:25]3)[CH2:23]1)[CH2:29]2)([F:21])[CH:15]([F:20])[C:16]([F:18])([F:17])[F:19].